Dataset: Forward reaction prediction with 1.9M reactions from USPTO patents (1976-2016). Task: Predict the product of the given reaction. (1) Given the reactants [Cl-].[CH3:2][O:3][CH2:4][N+:5]1([CH3:10])[CH2:9][CH2:8][CH2:7][CH2:6]1.[F:11][P-:12]([F:17])([F:16])([F:15])([F:14])[F:13].[Na+].ClCCl, predict the reaction product. The product is: [F:11][P-:12]([F:17])([F:16])([F:15])([F:14])[F:13].[CH3:2][O:3][CH2:4][N+:5]1([CH3:10])[CH2:9][CH2:8][CH2:7][CH2:6]1. (2) Given the reactants Cl.[NH2:2][CH:3]1[CH2:8][CH2:7][CH2:6][CH2:5][CH2:4]1.C(N(CC)CC)C.[C:16](=[S:18])=S.Cl.C[OH:21], predict the reaction product. The product is: [O:21]1[C:4]2[CH2:5][CH2:6][CH2:7][CH2:8][C:3]=2[N:2]=[C:16]1[SH:18]. (3) Given the reactants [Br:1][C:2]1[CH:3]=[C:4]2[C:10]([C:11]([O:13][CH3:14])=[O:12])=[N:9][NH:8][C:5]2=[N:6][CH:7]=1.Cl[C:16]([C:29]1[CH:34]=[CH:33][CH:32]=[CH:31][CH:30]=1)([C:23]1[CH:28]=[CH:27][CH:26]=[CH:25][CH:24]=1)[C:17]1[CH:22]=[CH:21][CH:20]=[CH:19][CH:18]=1, predict the reaction product. The product is: [Br:1][C:2]1[CH:3]=[C:4]2[C:10]([C:11]([O:13][CH3:14])=[O:12])=[N:9][N:8]([C:16]([C:17]3[CH:22]=[CH:21][CH:20]=[CH:19][CH:18]=3)([C:29]3[CH:30]=[CH:31][CH:32]=[CH:33][CH:34]=3)[C:23]3[CH:24]=[CH:25][CH:26]=[CH:27][CH:28]=3)[C:5]2=[N:6][CH:7]=1.